From a dataset of Forward reaction prediction with 1.9M reactions from USPTO patents (1976-2016). Predict the product of the given reaction. (1) Given the reactants [F:1][C:2]1[CH:22]=[CH:21][CH:20]=[C:19]([F:23])[C:3]=1[CH2:4][O:5][C:6]1[C:7]2[N:8]([C:12]([C:16]([OH:18])=O)=[C:13]([CH3:15])[N:14]=2)[CH:9]=[CH:10][CH:11]=1.Cl.C[N:26](C)CCCN=C=NCC.O.ON1C2C=CC=CC=2N=N1.[Cl-].[NH4+].C(N(CC)C(C)C)(C)C, predict the reaction product. The product is: [F:23][C:19]1[CH:20]=[CH:21][CH:22]=[C:2]([F:1])[C:3]=1[CH2:4][O:5][C:6]1[C:7]2[N:8]([C:12]([C:16]([NH2:26])=[O:18])=[C:13]([CH3:15])[N:14]=2)[CH:9]=[CH:10][CH:11]=1. (2) Given the reactants CC1C=CC(S(O[CH2:12][CH2:13][CH2:14][C:15]2[C:23]3[C:18](=[CH:19][CH:20]=[C:21]([C:24]#[N:25])[CH:22]=3)[NH:17][CH:16]=2)(=O)=O)=CC=1.[CH3:26][C:27]1[N:28]=[C:29]([N:37]2[CH2:42][CH2:41][NH:40][CH2:39][CH2:38]2)[S:30][C:31]=1[C:32]([O:34][CH2:35][CH3:36])=[O:33].C(=O)([O-])[O-].[K+].[K+].[I-].[K+], predict the reaction product. The product is: [C:24]([C:21]1[CH:22]=[C:23]2[C:18](=[CH:19][CH:20]=1)[NH:17][CH:16]=[C:15]2[CH2:14][CH2:13][CH2:12][N:40]1[CH2:41][CH2:42][N:37]([C:29]2[S:30][C:31]([C:32]([O:34][CH2:35][CH3:36])=[O:33])=[C:27]([CH3:26])[N:28]=2)[CH2:38][CH2:39]1)#[N:25]. (3) Given the reactants [O:1]=[C:2]1[C:7]([CH2:8][C:9]2[CH:14]=[CH:13][C:12]([C:15]3[C:16]([C:21]#[N:22])=[CH:17][CH:18]=[CH:19][CH:20]=3)=[CH:11][CH:10]=2)=[C:6]([CH2:23][CH2:24][CH3:25])[N:5]2[N:26]=[CH:27][N:28]=[C:4]2[NH:3]1.I[CH2:30][C:31]([CH3:34])([CH3:33])[CH3:32].C(=O)([O-])[O-].[Cs+].[Cs+].CN(C)C(=O)C, predict the reaction product. The product is: [CH3:30][C:31]([CH3:34])([CH3:33])[CH2:32][N:3]1[C:2](=[O:1])[C:7]([CH2:8][C:9]2[CH:10]=[CH:11][C:12]([C:15]3[C:16]([C:21]#[N:22])=[CH:17][CH:18]=[CH:19][CH:20]=3)=[CH:13][CH:14]=2)=[C:6]([CH2:23][CH2:24][CH3:25])[N:5]2[N:26]=[CH:27][N:28]=[C:4]12. (4) Given the reactants [CH3:1][O:2][C:3]1[CH:8]=[N:7][C:6]([N:9]2[CH:13]=[N:12][C:11]([CH3:14])=[N:10]2)=[C:5]2[NH:15][CH:16]=[C:17]([C:18](=[O:22])[C:19]([OH:21])=O)[C:4]=12.Cl.[NH:24]1[CH2:29][CH2:28][C:27](=[C:30]([C:33]2[CH:38]=[CH:37][CH:36]=[CH:35][N:34]=2)[C:31]#[N:32])[CH2:26][CH2:25]1.C(OP(ON1C(=O)C2C=CC=CC=2N=N1)(OCC)=O)C.CCN(C(C)C)C(C)C, predict the reaction product. The product is: [CH3:1][O:2][C:3]1[CH:8]=[N:7][C:6]([N:9]2[CH:13]=[N:12][C:11]([CH3:14])=[N:10]2)=[C:5]2[NH:15][CH:16]=[C:17]([C:18](=[O:22])[C:19]([N:24]3[CH2:29][CH2:28][C:27](=[C:30]([C:33]4[CH:38]=[CH:37][CH:36]=[CH:35][N:34]=4)[C:31]#[N:32])[CH2:26][CH2:25]3)=[O:21])[C:4]=12. (5) Given the reactants [NH2:1][C@@H:2]([CH2:33][C:34]1[CH:39]=[CH:38][CH:37]=[CH:36][CH:35]=1)[C@@H:3]([OH:32])[CH2:4][C@@H:5]([NH:19][C:20]([C@@H:22]([NH:27][C:28](=[O:31])[O:29][CH3:30])[C:23]([CH3:26])([CH3:25])[CH3:24])=[O:21])[CH2:6][C:7]1[CH:12]=[CH:11][C:10]([C:13]2[CH:18]=[CH:17][CH:16]=[CH:15][N:14]=2)=[CH:9][CH:8]=1.[NH2:40][C:41]([NH:43][CH2:44][C@@H:45]([C:51](O)=[O:52])[NH:46][C:47]([O:49][CH3:50])=[O:48])=[O:42].CCOP(ON1N=NC2C=CC=CC=2C1=O)(OCC)=O.C(N(CC)CC)C, predict the reaction product. The product is: [CH3:50][O:49][C:47](=[O:48])[NH:46][C@@H:45]([CH2:44][NH:43][C:41]([NH2:40])=[O:42])[C:51](=[O:52])[NH:1][C@@H:2]([CH2:33][C:34]1[CH:35]=[CH:36][CH:37]=[CH:38][CH:39]=1)[C@@H:3]([OH:32])[CH2:4][C@H:5]([CH2:6][C:7]1[CH:12]=[CH:11][C:10]([C:13]2[CH:18]=[CH:17][CH:16]=[CH:15][N:14]=2)=[CH:9][CH:8]=1)[NH:19][C:20](=[O:21])[C@H:22]([C:23]([CH3:26])([CH3:25])[CH3:24])[NH:27][C:28](=[O:31])[O:29][CH3:30]. (6) Given the reactants [C:1]([C:3]1[CH:8]=[CH:7][C:6]([CH:9]2[N:14]3[N:15]=[N:16][N:17]=[C:13]3[N:12]([C:18]3[CH:23]=[CH:22][CH:21]=[C:20]([C:24]([F:27])([F:26])[F:25])[CH:19]=3)[C:11]([CH3:28])=[C:10]2[C:29]([NH2:31])=O)=[CH:5][CH:4]=1)#[N:2].[OH-].COC(NS([N+](CC)(CC)CC)(=O)=O)=O, predict the reaction product. The product is: [C:1]([C:3]1[CH:8]=[CH:7][C:6]([CH:9]2[N:14]3[N:15]=[N:16][N:17]=[C:13]3[N:12]([C:18]3[CH:23]=[CH:22][CH:21]=[C:20]([C:24]([F:27])([F:26])[F:25])[CH:19]=3)[C:11]([CH3:28])=[C:10]2[C:29]#[N:31])=[CH:5][CH:4]=1)#[N:2]. (7) Given the reactants C(O[C:4]([C:6]1[CH:7]=[C:8]([CH2:19][CH2:20][O:21][CH3:22])[N:9]2[C:14]=1[C:13]([C:15]([F:18])([F:17])[F:16])=[CH:12][CH:11]=[CH:10]2)=[O:5])C.Cl.[NH2:24][CH2:25][C:26]1([OH:34])[CH2:31][CH2:30][CH2:29][C:28]([F:33])([F:32])[CH2:27]1, predict the reaction product. The product is: [F:32][C:28]1([F:33])[CH2:29][CH2:30][CH2:31][C:26]([CH2:25][NH:24][C:4]([C:6]2[CH:7]=[C:8]([CH2:19][CH2:20][O:21][CH3:22])[N:9]3[C:14]=2[C:13]([C:15]([F:17])([F:18])[F:16])=[CH:12][CH:11]=[CH:10]3)=[O:5])([OH:34])[CH2:27]1. (8) Given the reactants [CH3:1][O:2][C:3]([C:5]1[CH:14]=[C:13]([OH:15])[C:12]2[C:7](=[C:8]([C:17]#[N:18])[CH:9]=[C:10](Br)[CH:11]=2)[N:6]=1)=[O:4].CO[C:21]1[CH:26]=[CH:25][C:24](B(O)O)=[CH:23][CH:22]=1.C1(B(O)O)C=CC=CC=1, predict the reaction product. The product is: [CH3:1][O:2][C:3]([C:5]1[CH:14]=[C:13]([OH:15])[C:12]2[C:7](=[C:8]([C:17]#[N:18])[CH:9]=[C:10]([C:21]3[CH:26]=[CH:25][CH:24]=[CH:23][CH:22]=3)[CH:11]=2)[N:6]=1)=[O:4]. (9) The product is: [CH3:20][C:15]1([CH3:21])[C:16]([CH3:19])([CH3:18])[O:17][B:13]([C:2]2[CH:7]=[CH:6][C:5]([N:8]3[CH:12]=[N:11][N:10]=[N:9]3)=[CH:4][CH:3]=2)[O:14]1. Given the reactants Br[C:2]1[CH:7]=[CH:6][C:5]([N:8]2[CH:12]=[N:11][N:10]=[N:9]2)=[CH:4][CH:3]=1.[B:13]1([B:13]2[O:17][C:16]([CH3:19])([CH3:18])[C:15]([CH3:21])([CH3:20])[O:14]2)[O:17][C:16]([CH3:19])([CH3:18])[C:15]([CH3:21])([CH3:20])[O:14]1.CC(C1C=C(C(C)C)C(C2C=CC=CC=2P(C2CCCCC2)C2CCCCC2)=C(C(C)C)C=1)C.[O-]P([O-])([O-])=O.[K+].[K+].[K+], predict the reaction product. (10) Given the reactants [H-].[Na+].Cl[C:4]1[CH:9]=[CH:8][C:7]([N+:10]([O-:12])=[O:11])=[CH:6][N:5]=1.[N:13]1([CH2:19][CH2:20][OH:21])[CH2:18][CH2:17][O:16][CH2:15][CH2:14]1, predict the reaction product. The product is: [N+:10]([C:7]1[CH:8]=[CH:9][C:4]([O:21][CH2:20][CH2:19][N:13]2[CH2:18][CH2:17][O:16][CH2:15][CH2:14]2)=[N:5][CH:6]=1)([O-:12])=[O:11].